Dataset: Full USPTO retrosynthesis dataset with 1.9M reactions from patents (1976-2016). Task: Predict the reactants needed to synthesize the given product. (1) Given the product [C:41]([O:40][C:38](=[O:39])[N:21]([C@H:10]1[C@H:11]([C:13]2[CH:18]=[CH:17][C:16]([Cl:19])=[C:15]([Cl:20])[CH:14]=2)[CH2:12][N:8]([CH2:1][C:2]2[CH:7]=[CH:6][CH:5]=[CH:4][CH:3]=2)[CH2:9]1)[CH3:22])([CH3:42])([CH3:43])[CH3:44], predict the reactants needed to synthesize it. The reactants are: [CH2:1]([N:8]1[CH2:12][C@@H:11]([C:13]2[CH:18]=[CH:17][C:16]([Cl:19])=[C:15]([Cl:20])[CH:14]=2)[C@H:10]([NH:21][CH3:22])[CH2:9]1)[C:2]1[CH:7]=[CH:6][CH:5]=[CH:4][CH:3]=1.CCN(CC)CC.[CH3:42][C:41]([O:40][C:38](O[C:38]([O:40][C:41]([CH3:44])([CH3:43])[CH3:42])=[O:39])=[O:39])([CH3:44])[CH3:43]. (2) Given the product [CH2:15]([CH:4]1[CH2:5][CH:6]([O:8][CH:9]2[CH2:14][CH2:13][O:12][CH2:11][CH2:10]2)[CH2:7][CH:3]1[C:17]([OH:19])=[O:18])[CH3:16], predict the reactants needed to synthesize it. The reactants are: C([C:3]1([C:17]([OH:19])=[O:18])[CH2:7][CH:6]([O:8][CH:9]2[CH2:14][CH2:13][O:12][CH2:11][CH2:10]2)[CH2:5][CH:4]1[CH2:15][CH3:16])C.[OH-].[Na+]. (3) Given the product [Cl:2][C:3]1[C:7]([NH:8][C:15](=[O:14])[CH3:16])=[CH:6][NH:5][N:4]=1, predict the reactants needed to synthesize it. The reactants are: Cl.[Cl:2][C:3]1[C:7]([NH2:8])=[CH:6][NH:5][N:4]=1.C(=O)(O)[O-].[Na+].[O:14]1CC[CH2:16][CH2:15]1.C(OC(=O)C)(=O)C. (4) Given the product [N:10]([C:13](=[CH:8][C:6]1[S:7][C:3]([Br:2])=[CH:4][CH:5]=1)[C:14]([O:16][CH2:17][CH3:18])=[O:15])=[N+:11]=[N-:12], predict the reactants needed to synthesize it. The reactants are: [Na].[Br:2][C:3]1[S:7][C:6]([CH:8]=O)=[CH:5][CH:4]=1.[N:10]([CH2:13][C:14]([O:16][CH2:17][CH3:18])=[O:15])=[N+:11]=[N-:12]. (5) Given the product [CH2:1]([O:8][C:9]1[CH:13]=[CH:12][S:11][C:10]=1[C:14](=[O:15])[CH3:20])[C:2]1[CH:3]=[CH:4][CH:5]=[CH:6][CH:7]=1, predict the reactants needed to synthesize it. The reactants are: [CH2:1]([O:8][C:9]1[CH:13]=[CH:12][S:11][C:10]=1[C:14](N(OC)C)=[O:15])[C:2]1[CH:7]=[CH:6][CH:5]=[CH:4][CH:3]=1.[CH3:20][Mg]Br.